Dataset: NCI-60 drug combinations with 297,098 pairs across 59 cell lines. Task: Regression. Given two drug SMILES strings and cell line genomic features, predict the synergy score measuring deviation from expected non-interaction effect. (1) Drug 1: C1=NC2=C(N=C(N=C2N1C3C(C(C(O3)CO)O)F)Cl)N. Drug 2: CC1=C2C(C(=O)C3(C(CC4C(C3C(C(C2(C)C)(CC1OC(=O)C(C(C5=CC=CC=C5)NC(=O)C6=CC=CC=C6)O)O)OC(=O)C7=CC=CC=C7)(CO4)OC(=O)C)O)C)OC(=O)C. Cell line: OVCAR-4. Synergy scores: CSS=6.89, Synergy_ZIP=-2.47, Synergy_Bliss=-0.378, Synergy_Loewe=-13.3, Synergy_HSA=-2.45. (2) Drug 1: CC1=C2C(C(=O)C3(C(CC4C(C3C(C(C2(C)C)(CC1OC(=O)C(C(C5=CC=CC=C5)NC(=O)C6=CC=CC=C6)O)O)OC(=O)C7=CC=CC=C7)(CO4)OC(=O)C)O)C)OC(=O)C. Synergy scores: CSS=16.9, Synergy_ZIP=-0.478, Synergy_Bliss=0.551, Synergy_Loewe=-15.7, Synergy_HSA=1.70. Drug 2: CCC1(CC2CC(C3=C(CCN(C2)C1)C4=CC=CC=C4N3)(C5=C(C=C6C(=C5)C78CCN9C7C(C=CC9)(C(C(C8N6C)(C(=O)OC)O)OC(=O)C)CC)OC)C(=O)OC)O.OS(=O)(=O)O. Cell line: MDA-MB-435. (3) Drug 1: CS(=O)(=O)C1=CC(=C(C=C1)C(=O)NC2=CC(=C(C=C2)Cl)C3=CC=CC=N3)Cl. Drug 2: C1=CC(=CC=C1CCC2=CNC3=C2C(=O)NC(=N3)N)C(=O)NC(CCC(=O)O)C(=O)O. Cell line: HOP-62. Synergy scores: CSS=42.0, Synergy_ZIP=10.1, Synergy_Bliss=12.5, Synergy_Loewe=-11.2, Synergy_HSA=12.4. (4) Drug 1: CC1=C2C(C(=O)C3(C(CC4C(C3C(C(C2(C)C)(CC1OC(=O)C(C(C5=CC=CC=C5)NC(=O)OC(C)(C)C)O)O)OC(=O)C6=CC=CC=C6)(CO4)OC(=O)C)OC)C)OC. Drug 2: C1C(C(OC1N2C=NC3=C(N=C(N=C32)Cl)N)CO)O. Cell line: CCRF-CEM. Synergy scores: CSS=86.6, Synergy_ZIP=7.15, Synergy_Bliss=5.54, Synergy_Loewe=3.58, Synergy_HSA=7.95. (5) Drug 1: C1CC(C1)(C(=O)O)C(=O)O.[NH2-].[NH2-].[Pt+2]. Drug 2: CN(CCCl)CCCl.Cl. Cell line: OVCAR-8. Synergy scores: CSS=0.913, Synergy_ZIP=-0.581, Synergy_Bliss=3.99, Synergy_Loewe=-6.94, Synergy_HSA=0.136. (6) Drug 1: C1CC(=O)NC(=O)C1N2CC3=C(C2=O)C=CC=C3N. Drug 2: CN(C)N=NC1=C(NC=N1)C(=O)N. Cell line: MOLT-4. Synergy scores: CSS=-3.67, Synergy_ZIP=-1.69, Synergy_Bliss=-7.47, Synergy_Loewe=-13.4, Synergy_HSA=-11.2. (7) Drug 1: CC1=C(C(=CC=C1)Cl)NC(=O)C2=CN=C(S2)NC3=CC(=NC(=N3)C)N4CCN(CC4)CCO. Drug 2: CC(C)NC(=O)C1=CC=C(C=C1)CNNC.Cl. Cell line: SF-539. Synergy scores: CSS=9.27, Synergy_ZIP=-4.40, Synergy_Bliss=-4.41, Synergy_Loewe=2.23, Synergy_HSA=0.498.